From a dataset of Peptide-MHC class II binding affinity with 134,281 pairs from IEDB. Regression. Given a peptide amino acid sequence and an MHC pseudo amino acid sequence, predict their binding affinity value. This is MHC class II binding data. (1) The binding affinity (normalized) is 0.175. The MHC is DRB1_0101 with pseudo-sequence DRB1_0101. The peptide sequence is LLAGRSCGMYGLKGP. (2) The peptide sequence is GEEQIVDKIDAAFKI. The MHC is DRB1_1101 with pseudo-sequence DRB1_1101. The binding affinity (normalized) is 0.286. (3) The peptide sequence is CFWSTVFFTASLFLH. The MHC is DRB1_0101 with pseudo-sequence DRB1_0101. The binding affinity (normalized) is 0.800. (4) The peptide sequence is PTSLLISWGHYPLHL. The MHC is HLA-DQA10101-DQB10501 with pseudo-sequence HLA-DQA10101-DQB10501. The binding affinity (normalized) is 0.664. (5) The peptide sequence is TTSVIPAARLFKAFI. The MHC is HLA-DPA10301-DPB10402 with pseudo-sequence HLA-DPA10301-DPB10402. The binding affinity (normalized) is 0.423. (6) The peptide sequence is VGRSPEEILRILDGLQTDEL. The MHC is DRB1_1501 with pseudo-sequence DRB1_1501. The binding affinity (normalized) is 0.323. (7) The MHC is HLA-DPA10201-DPB11401 with pseudo-sequence HLA-DPA10201-DPB11401. The binding affinity (normalized) is 0.266. The peptide sequence is GLVPKLDAAYSVAYK.